This data is from Full USPTO retrosynthesis dataset with 1.9M reactions from patents (1976-2016). The task is: Predict the reactants needed to synthesize the given product. (1) Given the product [Br:1][C:2]1[CH:3]=[CH:4][C:5]([C:8]([CH3:12])([CH3:11])[C:9]([NH2:10])=[O:14])=[CH:6][CH:7]=1, predict the reactants needed to synthesize it. The reactants are: [Br:1][C:2]1[CH:7]=[CH:6][C:5]([C:8]([CH3:12])([CH3:11])[C:9]#[N:10])=[CH:4][CH:3]=1.C(=O)([O-])[O-:14].[K+].[K+].OO. (2) Given the product [C:7]([C:6]1[CH:9]=[C:2]([NH:1][C:39](=[O:40])[CH:38]([CH2:42][CH3:43])[CH2:36][CH3:37])[CH:3]=[CH:4][C:5]=1[N:10]1[CH2:11][CH2:12][N:13]([CH:16]([C:23]2[CH:24]=[CH:25][CH:26]=[CH:27][CH:28]=2)[C:17]2[CH:18]=[N:19][CH:20]=[CH:21][CH:22]=2)[CH2:14][CH2:15]1)#[N:8], predict the reactants needed to synthesize it. The reactants are: [NH2:1][C:2]1[CH:3]=[CH:4][C:5]([N:10]2[CH2:15][CH2:14][N:13]([CH:16]([C:23]3[CH:28]=[CH:27][CH:26]=[CH:25][CH:24]=3)[C:17]3[CH:18]=[N:19][CH:20]=[CH:21][CH:22]=3)[CH2:12][CH2:11]2)=[C:6]([CH:9]=1)[C:7]#[N:8].C(N(CC)CC)C.[CH2:36]([CH:38]([CH2:42][CH3:43])[C:39](Cl)=[O:40])[CH3:37]. (3) Given the product [CH3:41][C:38]([O:37][C:35]([N:32]1[CH2:33][CH2:34][N:29]([CH2:28][C:24]2[CH:23]=[C:22]([C:20]3[C:19]([F:42])=[CH:18][CH:17]=[C:16]([CH2:15][NH:14][S:2]([C:5]4[CH:6]=[C:7]([CH:11]=[CH:12][CH:13]=4)[C:8]([OH:10])=[O:9])(=[O:4])=[O:3])[CH:21]=3)[CH:27]=[CH:26][CH:25]=2)[CH2:30][CH2:31]1)=[O:36])([CH3:39])[CH3:40], predict the reactants needed to synthesize it. The reactants are: Cl[S:2]([C:5]1[CH:6]=[C:7]([CH:11]=[CH:12][CH:13]=1)[C:8]([OH:10])=[O:9])(=[O:4])=[O:3].[NH2:14][CH2:15][C:16]1[CH:17]=[CH:18][C:19]([F:42])=[C:20]([C:22]2[CH:27]=[CH:26][CH:25]=[C:24]([CH2:28][N:29]3[CH2:34][CH2:33][N:32]([C:35]([O:37][C:38]([CH3:41])([CH3:40])[CH3:39])=[O:36])[CH2:31][CH2:30]3)[CH:23]=2)[CH:21]=1.CCN(CC)CC. (4) The reactants are: Cl.[Cl:2][C:3]1[CH:8]=[CH:7][C:6]([CH:9]([C:11]2[CH:16]=[CH:15][CH:14]=[CH:13][CH:12]=2)[NH2:10])=[C:5]([CH3:17])[CH:4]=1.[OH:18][C:19]1[CH:24]=[CH:23][C:22]([CH2:25][C:26](O)=[O:27])=[CH:21][CH:20]=1. Given the product [Cl:2][C:3]1[CH:8]=[CH:7][C:6]([CH:9]([C:11]2[CH:12]=[CH:13][CH:14]=[CH:15][CH:16]=2)[NH:10][C:26](=[O:27])[CH2:25][C:22]2[CH:23]=[CH:24][C:19]([OH:18])=[CH:20][CH:21]=2)=[C:5]([CH3:17])[CH:4]=1, predict the reactants needed to synthesize it. (5) Given the product [Cl:28][C:22]1[CH:23]=[CH:24][CH:25]=[C:26]([Cl:27])[C:21]=1[NH:20][C:17]1[S:18][CH:19]=[C:15]([C:13]([OH:14])=[O:42])[N:16]=1, predict the reactants needed to synthesize it. The reactants are: NC1C=CC(C(F)(F)F)=CC=1N[C:13]([C:15]1[N:16]=[C:17]([NH:20][C:21]2[C:26]([Cl:27])=[CH:25][CH:24]=[CH:23][C:22]=2[Cl:28])[S:18][CH:19]=1)=[O:14].NC1C=C(C(F)(F)F)C=CC=1NC(C1N=C(NC2C(Cl)=CC=CC=2Cl)SC=1)=[O:42]. (6) Given the product [CH3:30][N:29]([CH3:31])[C:28]1[CH:32]=[CH:33][C:25]([NH:22][C:23]([N:1]2[CH2:4][CH:3]([C:5]([NH:7][C@H:8]3[CH2:13][C:12]4[CH:14]=[CH:15][CH:16]=[C:17]([C:18]([OH:20])=[O:19])[C:11]=4[O:10][B:9]3[OH:21])=[O:6])[CH2:2]2)=[O:24])=[CH:26][CH:27]=1, predict the reactants needed to synthesize it. The reactants are: [NH:1]1[CH2:4][CH:3]([C:5]([NH:7][C@H:8]2[CH2:13][C:12]3[CH:14]=[CH:15][CH:16]=[C:17]([C:18]([OH:20])=[O:19])[C:11]=3[O:10][B:9]2[OH:21])=[O:6])[CH2:2]1.[N:22]([C:25]1[CH:33]=[CH:32][C:28]([N:29]([CH3:31])[CH3:30])=[CH:27][CH:26]=1)=[C:23]=[O:24]. (7) Given the product [CH3:23][O:22][CH2:21][CH2:20][CH2:19][C:9]1[C:8]2[C:13](=[CH:14][CH:15]=[C:6]([CH:2]=[O:1])[CH:7]=2)[O:12][C:11]([CH3:17])([CH3:16])[CH:10]=1, predict the reactants needed to synthesize it. The reactants are: [O:1]1CCO[CH:2]1[C:6]1[CH:7]=[C:8]2[C:13](=[CH:14][CH:15]=1)[O:12][C:11]([CH3:17])([CH3:16])[CH2:10][C:9]2([CH2:19][CH2:20][CH2:21][O:22][CH3:23])O.O.C1(C)C=CC(S(O)(=O)=O)=CC=1. (8) Given the product [Br:1][C:2]1[CH:3]=[CH:4][C:5]([CH2:8][CH2:9][CH2:10][N:11]([CH2:12][C@H:13]([OH:14])[C:15]2[CH:16]=[N:17][CH:18]=[CH:19][CH:20]=2)[C:21](=[O:22])[O:23][C:24]([CH3:27])([CH3:26])[CH3:25])=[CH:6][CH:7]=1, predict the reactants needed to synthesize it. The reactants are: [Br:1][C:2]1[CH:7]=[CH:6][C:5]([CH2:8][CH2:9][CH2:10][NH:11][CH2:12][C@@H:13]([C:15]2[CH:16]=[N:17][CH:18]=[CH:19][CH:20]=2)[OH:14])=[CH:4][CH:3]=1.[C:21](O[C:21]([O:23][C:24]([CH3:27])([CH3:26])[CH3:25])=[O:22])([O:23][C:24]([CH3:27])([CH3:26])[CH3:25])=[O:22].